This data is from HIV replication inhibition screening data with 41,000+ compounds from the AIDS Antiviral Screen. The task is: Binary Classification. Given a drug SMILES string, predict its activity (active/inactive) in a high-throughput screening assay against a specified biological target. (1) The compound is CC(=O)c1ccc2c(c1)N(CCCN(C)C)c1ccccc1S2.O=C(O)C=CC(=O)O. The result is 0 (inactive). (2) The result is 0 (inactive). The compound is COc1ccc(C=CC(=O)c2c(-c3ccccc3)nn(C)c(=O)c2N2CCOCC2)cc1. (3) The compound is N=C(N)SCc1c2ccccc2c(CSC(=N)N)c2ccccc12. The result is 0 (inactive). (4) The molecule is NC(=S)N=C(c1nc2ccc(Cl)cc2nc1O)C(O)c1ccccc1Cl. The result is 0 (inactive). (5) The drug is CC1CC[P+](c2ccccc2)(c2ccccc2)c2c1ccc1ccccc21.F[P-](F)(F)(F)(F)F. The result is 0 (inactive). (6) The compound is C[n+]1c(-c2ccc(C=NNC(=S)NN=Cc3ccc(-c4cn5ccsc5[n+]4C)cc3)cc2)cn2ccsc21.[Br-]. The result is 0 (inactive). (7) The compound is CCC(C)C(=O)OC1C(=O)OC2CC3C(C)=CC(=O)C(O)C3(C)C3C(O)C(O)C4(C)OCC23C14. The result is 0 (inactive).